This data is from Catalyst prediction with 721,799 reactions and 888 catalyst types from USPTO. The task is: Predict which catalyst facilitates the given reaction. Reactant: [CH3:1][O:2][C:3](=[O:13])[CH:4]=[CH:5][C:6]1([CH3:12])[CH2:11][CH2:10][O:9][CH2:8][CH2:7]1.[H][H]. Product: [CH3:1][O:2][C:3](=[O:13])[CH2:4][CH2:5][C:6]1([CH3:12])[CH2:11][CH2:10][O:9][CH2:8][CH2:7]1. The catalyst class is: 129.